Regression. Given a peptide amino acid sequence and an MHC pseudo amino acid sequence, predict their binding affinity value. This is MHC class I binding data. From a dataset of Peptide-MHC class I binding affinity with 185,985 pairs from IEDB/IMGT. The peptide sequence is GTMKIKDEER. The MHC is HLA-A68:01 with pseudo-sequence HLA-A68:01. The binding affinity (normalized) is 0.528.